This data is from Forward reaction prediction with 1.9M reactions from USPTO patents (1976-2016). The task is: Predict the product of the given reaction. (1) Given the reactants C(OC([NH:8][CH2:9][CH2:10][CH2:11][CH2:12][CH2:13][CH2:14][CH2:15][CH2:16][O:17][C:18]1[C:41]([O:42][CH3:43])=[CH:40][C:21]2[C:22]3[N:27]([CH:28]([C:30]([CH3:33])([CH3:32])[CH3:31])[CH2:29][C:20]=2[CH:19]=1)[CH:26]=[C:25]([C:34]([O:36]CC)=[O:35])[C:24](=[O:39])[CH:23]=3)=O)(C)(C)C.O[Li].O.Cl.C([O-])(O)=O.[Na+], predict the reaction product. The product is: [NH2:8][CH2:9][CH2:10][CH2:11][CH2:12][CH2:13][CH2:14][CH2:15][CH2:16][O:17][C:18]1[C:41]([O:42][CH3:43])=[CH:40][C:21]2[C:22]3[N:27]([CH:28]([C:30]([CH3:33])([CH3:32])[CH3:31])[CH2:29][C:20]=2[CH:19]=1)[CH:26]=[C:25]([C:34]([OH:36])=[O:35])[C:24](=[O:39])[CH:23]=3. (2) Given the reactants [Br:1][C:2]1[N:3]=[CH:4][C:5]([O:16][CH3:17])=[C:6]2[C:10]([C:11](=[O:15])[C:12]([OH:14])=O)=[CH:9][NH:8][C:7]=12.[N:18]1[CH:23]=[CH:22][CH:21]=[CH:20][C:19]=1[C:24]1[C:25]2[CH2:33][CH2:32][NH:31][CH2:30][C:26]=2[N:27]=[CH:28][N:29]=1.C(O)(C(F)(F)F)=O.CCN(C(C)C)C(C)C.CN(C(ON1N=NC2C=CC=CC1=2)=[N+](C)C)C.[B-](F)(F)(F)F, predict the reaction product. The product is: [Br:1][C:2]1[N:3]=[CH:4][C:5]([O:16][CH3:17])=[C:6]2[C:10]([C:11](=[O:15])[C:12]([N:31]3[CH2:32][CH2:33][C:25]4[C:24]([C:19]5[CH:20]=[CH:21][CH:22]=[CH:23][N:18]=5)=[N:29][CH:28]=[N:27][C:26]=4[CH2:30]3)=[O:14])=[CH:9][NH:8][C:7]=12. (3) Given the reactants [OH:1][C:2]1[C:10]([CH3:11])=[CH:9][C:5]([C:6](O)=O)=[CH:4][C:3]=1[CH3:12].C(Cl)(=O)C(Cl)=O.CN(C=O)C.[NH2:24][C:25]1[CH:33]=[CH:32][C:31]([Br:34])=[CH:30][C:26]=1[C:27]([NH2:29])=[O:28], predict the reaction product. The product is: [Br:34][C:31]1[CH:30]=[C:26]2[C:25](=[CH:33][CH:32]=1)[N:24]=[C:6]([C:5]1[CH:9]=[C:10]([CH3:11])[C:2]([OH:1])=[C:3]([CH3:12])[CH:4]=1)[NH:29][C:27]2=[O:28]. (4) Given the reactants [OH:1][C:2]1[CH:3]=[C:4]2[C:9](=[CH:10][CH:11]=1)[C:8](=[O:12])[CH2:7][CH2:6][C:5]2([CH3:14])[CH3:13].[F:15][C:16]([F:36])([F:35])[S:17](N(C1C=CC(Cl)=CN=1)[S:17]([C:16]([F:36])([F:35])[F:15])(=[O:19])=[O:18])(=[O:19])=[O:18], predict the reaction product. The product is: [CH3:13][C:5]1([CH3:14])[C:4]2[C:9](=[CH:10][CH:11]=[C:2]([O:1][S:17]([C:16]([F:36])([F:35])[F:15])(=[O:19])=[O:18])[CH:3]=2)[C:8](=[O:12])[CH2:7][CH2:6]1.